Dataset: Forward reaction prediction with 1.9M reactions from USPTO patents (1976-2016). Task: Predict the product of the given reaction. (1) Given the reactants [S:1](=[O:36])(=[O:35])([O:3][C:4]1[CH:9]=[CH:8][CH:7]=[C:6]([C:10]2[N:11]=[CH:12][N:13]([C:15](=[O:34])[N:16]([CH:18]3[CH2:23][CH2:22][N:21]([CH2:24][C:25]4[CH:33]=[CH:32][C:28]5[O:29][CH2:30][O:31][C:27]=5[CH:26]=4)[CH2:20][CH2:19]3)[CH3:17])[CH:14]=2)[CH:5]=1)[NH2:2].[ClH:37], predict the reaction product. The product is: [ClH:37].[S:1](=[O:35])(=[O:36])([O:3][C:4]1[CH:9]=[CH:8][CH:7]=[C:6]([C:10]2[N:11]=[CH:12][N:13]([C:15](=[O:34])[N:16]([CH:18]3[CH2:19][CH2:20][N:21]([CH2:24][C:25]4[CH:33]=[CH:32][C:28]5[O:29][CH2:30][O:31][C:27]=5[CH:26]=4)[CH2:22][CH2:23]3)[CH3:17])[CH:14]=2)[CH:5]=1)[NH2:2]. (2) Given the reactants Br[C:2]1[CH:7]=[CH:6][C:5]([NH:8][S:9]([CH3:12])(=[O:11])=[O:10])=[C:4]([CH3:13])[CH:3]=1.B1(B2OC(C)(C)C(C)(C)O2)OC(C)(C)C(C)(C)O1.Br[C:33]1[C:34]2[C:35]3[CH:48]=[CH:47][S:46][C:36]=3[C:37](=[O:45])[NH:38][C:39]=2[CH:40]=[CH:41][C:42]=1[O:43][CH3:44], predict the reaction product. The product is: [CH3:44][O:43][C:42]1[CH:41]=[CH:40][C:39]2[NH:38][C:37](=[O:45])[C:36]3[S:46][CH:47]=[CH:48][C:35]=3[C:34]=2[C:33]=1[C:2]1[CH:7]=[CH:6][C:5]([NH:8][S:9]([CH3:12])(=[O:11])=[O:10])=[C:4]([CH3:13])[CH:3]=1. (3) Given the reactants [CH3:1][O:2][C:3]1[CH:4]=[C:5]([CH:9]=[CH:10][CH:11]=1)[CH2:6][CH2:7][NH2:8].[CH:12]1([C:18](O)=[O:19])[CH2:17][CH2:16][CH2:15][CH2:14][CH2:13]1.O.ON1C2C=CC=CC=2N=N1.Cl.CN(C)CCCN=C=NCC, predict the reaction product. The product is: [CH3:1][O:2][C:3]1[CH:4]=[C:5]([CH2:6][CH2:7][NH:8][C:18]([CH:12]2[CH2:17][CH2:16][CH2:15][CH2:14][CH2:13]2)=[O:19])[CH:9]=[CH:10][CH:11]=1. (4) Given the reactants [Br:1][C:2]1[CH:3]=[C:4]([CH2:9][C:10]([CH3:12])=[O:11])[CH:5]=[CH:6][C:7]=1[OH:8].C(=O)([O-])[O-].[K+].[K+].[CH3:19][O:20][CH2:21]Cl, predict the reaction product. The product is: [Br:1][C:2]1[CH:3]=[C:4]([CH2:9][C:10]([CH3:12])=[O:11])[CH:5]=[CH:6][C:7]=1[O:8][CH2:19][O:20][CH3:21].